This data is from Kir2.1 potassium channel HTS with 301,493 compounds. The task is: Binary Classification. Given a drug SMILES string, predict its activity (active/inactive) in a high-throughput screening assay against a specified biological target. (1) The molecule is Brc1cc(C2N3C(SCCC3=O)=NC(=C2C(OCC)=O)C)c(OC)cc1. The result is 0 (inactive). (2) The compound is S(=O)(=O)(N1CCCCCC1)c1ccc(cc1)C(=O)N(CCCN(C)C)c1sc2c(n1)ccc(c2)C. The result is 0 (inactive). (3) The molecule is S(CC(=O)NC(CC)C)c1ncccc1C(O)=O. The result is 0 (inactive). (4) The drug is S(=O)(=O)(N(C)C)c1cc(c(N2CCCC2)cc1)C(OCC(=O)NC1CCCCC1)=O. The result is 0 (inactive).